Dataset: Full USPTO retrosynthesis dataset with 1.9M reactions from patents (1976-2016). Task: Predict the reactants needed to synthesize the given product. Given the product [C:1]([O:4][CH2:5][C:6]1[C:11]([N:12]2[CH2:24][CH2:23][N:15]3[C:16]4[CH2:17][CH2:18][CH2:19][CH2:20][C:21]=4[CH:22]=[C:14]3[C:13]2=[O:25])=[CH:10][C:9]([F:26])=[CH:8][C:7]=1[C:37]1[N:38]=[C:39]([NH:45][C:46]2[CH:51]=[CH:50][C:49]([N:52]3[CH2:57][CH2:56][N:55]([CH:58]4[CH2:61][O:60][CH2:59]4)[CH2:54][CH2:53]3)=[CH:48][CH:47]=2)[C:40](=[O:44])[N:41]([CH3:43])[CH:42]=1)(=[O:3])[CH3:2], predict the reactants needed to synthesize it. The reactants are: [C:1]([O:4][CH2:5][C:6]1[C:11]([N:12]2[CH2:24][CH2:23][N:15]3[C:16]4[CH2:17][CH2:18][CH2:19][CH2:20][C:21]=4[CH:22]=[C:14]3[C:13]2=[O:25])=[CH:10][C:9]([F:26])=[CH:8][C:7]=1B1OC(C)(C)C(C)(C)O1)(=[O:3])[CH3:2].Br[C:37]1[N:38]=[C:39]([NH:45][C:46]2[CH:51]=[CH:50][C:49]([N:52]3[CH2:57][CH2:56][N:55]([CH:58]4[CH2:61][O:60][CH2:59]4)[CH2:54][CH2:53]3)=[CH:48][CH:47]=2)[C:40](=[O:44])[N:41]([CH3:43])[CH:42]=1.